From a dataset of Full USPTO retrosynthesis dataset with 1.9M reactions from patents (1976-2016). Predict the reactants needed to synthesize the given product. (1) Given the product [C:10]([O:28][C:27]([N:24]1[CH2:25][CH2:26][N:21]([C:18]2[CH:17]=[CH:16][C:15]([NH:14][C:11]([C:8]3[S:7][C:6]4[CH:5]=[CH:4][CH:3]=[C:2]([Cl:1])[C:10]=4[CH:9]=3)=[O:13])=[CH:20][N:19]=2)[CH2:22][CH2:23]1)=[O:29])([CH3:2])([CH3:9])[CH3:6], predict the reactants needed to synthesize it. The reactants are: [Cl:1][C:2]1[C:10]2[CH:9]=[C:8]([C:11]([OH:13])=O)[S:7][C:6]=2[CH:5]=[CH:4][CH:3]=1.[NH2:14][C:15]1[CH:16]=[CH:17][C:18]([N:21]2[CH2:26][CH2:25][N:24]([C:27]([OH:29])=[O:28])[CH2:23][CH2:22]2)=[N:19][CH:20]=1. (2) Given the product [NH:16]1[C:17]2[C:22](=[CH:21][CH:20]=[CH:19][CH:18]=2)[C:14]([C:13]2[C:12]3[C:7](=[CH:8][CH:9]=[CH:10][CH:11]=3)[N:6]([S:33]([C:36]3[CH:41]=[CH:40][C:39]([CH3:42])=[CH:38][CH:37]=3)(=[O:34])=[O:35])[C:5]=2[C:3]([OH:4])=[O:2])=[CH:15]1, predict the reactants needed to synthesize it. The reactants are: C[O:2][C:3]([C:5]1[N:6]([S:33]([C:36]2[CH:41]=[CH:40][C:39]([CH3:42])=[CH:38][CH:37]=2)(=[O:35])=[O:34])[C:7]2[C:12]([C:13]=1[C:14]1[C:22]3[C:17](=[CH:18][CH:19]=[CH:20][CH:21]=3)[N:16](S(C3C=CC(C)=CC=3)(=O)=O)[CH:15]=1)=[CH:11][CH:10]=[CH:9][CH:8]=2)=[O:4].[Li+].[OH-].